Predict the reaction yield, written as a fraction of the theoretical maximum amount of product (1.0 means a 100% yield; for example, 0.34 means a 34% yield). From a dataset of Reaction yield outcomes from USPTO patents with 853,638 reactions. (1) The reactants are [Br:1][C:2]1[C:3]([C:17]([OH:19])=O)=[N:4][C:5]([Cl:16])=[CH:6][C:7]=1[N:8]([CH3:15])[CH:9]1[CH2:14][CH2:13][O:12][CH2:11][CH2:10]1.CCN(C(C)C)C(C)C.CN(C(ON1N=NC2C=CC=NC1=2)=[N+](C)C)C.F[P-](F)(F)(F)(F)F.[NH2:53][CH2:54][C:55]1[C:56](=[O:63])[NH:57][C:58]([CH3:62])=[CH:59][C:60]=1[CH3:61]. The catalyst is CN(C=O)C.O. The product is [Br:1][C:2]1[C:3]([C:17]([NH:53][CH2:54][C:55]2[C:56](=[O:63])[NH:57][C:58]([CH3:62])=[CH:59][C:60]=2[CH3:61])=[O:19])=[N:4][C:5]([Cl:16])=[CH:6][C:7]=1[N:8]([CH3:15])[CH:9]1[CH2:10][CH2:11][O:12][CH2:13][CH2:14]1. The yield is 0.410. (2) The reactants are [S:1]1[CH:5]=[N:4][N:3]=[C:2]1[NH:6][S:7]([C:10]1[CH:15]=[CH:14][C:13]([NH:16]C(=O)C)=[CH:12][CH:11]=1)(=[O:9])=[O:8].C([O-])([O-])=O.[Na+].[Na+]. The catalyst is Cl. The product is [NH2:16][C:13]1[CH:14]=[CH:15][C:10]([S:7]([NH:6][C:2]2[S:1][CH:5]=[N:4][N:3]=2)(=[O:9])=[O:8])=[CH:11][CH:12]=1. The yield is 0.490. (3) The reactants are [CH:1]([Mg]Br)=[CH2:2].C[Mg]Br.[C:8]([C:10](=[C:16]1[CH2:21][CH2:20][CH2:19][CH2:18][CH2:17]1)[C:11]([O:13][CH2:14][CH3:15])=[O:12])#[N:9]. The catalyst is O1CCCC1.[Cl-].[Zn+2].[Cl-]. The product is [C:8]([CH:10]([C:16]1([CH:1]=[CH2:2])[CH2:21][CH2:20][CH2:19][CH2:18][CH2:17]1)[C:11]([O:13][CH2:14][CH3:15])=[O:12])#[N:9]. The yield is 0.730.